From a dataset of Full USPTO retrosynthesis dataset with 1.9M reactions from patents (1976-2016). Predict the reactants needed to synthesize the given product. (1) Given the product [C:32]1([C:35]2[CH:36]=[CH:37][CH:38]=[CH:39][CH:40]=2)[CH:33]=[CH:34][C:29]([CH2:28][C@H:17]([NH:16][C:11]([C:6]2([CH2:5][C:4]([O:3][CH2:1][CH3:2])=[O:14])[CH2:7][CH2:8][CH2:9][CH2:10]2)=[O:13])[C:18]([O:20][CH2:21][C:22]2[CH:27]=[CH:26][CH:25]=[CH:24][CH:23]=2)=[O:19])=[CH:30][CH:31]=1, predict the reactants needed to synthesize it. The reactants are: [CH2:1]([O:3][C:4](=[O:14])[CH2:5][C:6]1([C:11]([OH:13])=O)[CH2:10][CH2:9][CH2:8][CH2:7]1)[CH3:2].Cl.[NH2:16][C@@H:17]([CH2:28][C:29]1[CH:34]=[CH:33][C:32]([C:35]2[CH:40]=[CH:39][CH:38]=[CH:37][CH:36]=2)=[CH:31][CH:30]=1)[C:18]([O:20][CH2:21][C:22]1[CH:27]=[CH:26][CH:25]=[CH:24][CH:23]=1)=[O:19].CCN=C=NCCCN(C)C.Cl.ON1C2N=CC=CC=2N=N1.CCN(C(C)C)C(C)C. (2) Given the product [CH:1]1([CH2:4][C:5]2[N:6]3[CH2:11][CH2:12][NH:13][CH:24]([CH2:23][CH2:22][C:19]4[CH:20]=[CH:21][C:16]([C:15]([F:14])([F:26])[F:27])=[CH:17][CH:18]=4)[C:7]3=[C:8]([I:10])[N:9]=2)[CH2:2][CH2:3]1, predict the reactants needed to synthesize it. The reactants are: [CH:1]1([CH2:4][C:5]2[N:6]([CH2:11][CH2:12][NH2:13])[CH:7]=[C:8]([I:10])[N:9]=2)[CH2:3][CH2:2]1.[F:14][C:15]([F:27])([F:26])[C:16]1[CH:21]=[CH:20][C:19]([CH2:22][CH2:23][CH:24]=O)=[CH:18][CH:17]=1.